This data is from Catalyst prediction with 721,799 reactions and 888 catalyst types from USPTO. The task is: Predict which catalyst facilitates the given reaction. Reactant: Cl[C:2](=[N:8][NH:9][C:10]1[CH:15]=[CH:14][C:13]([Cl:16])=[CH:12][CH:11]=1)[C:3]([O:5][CH2:6][CH3:7])=[O:4].[CH2:17]=[CH:18][C:19]1[CH:24]=[CH:23][CH:22]=[CH:21][CH:20]=1.C(N(CC)CC)C. Product: [Cl:16][C:13]1[CH:14]=[CH:15][C:10]([N:9]2[CH:18]([C:19]3[CH:24]=[CH:23][CH:22]=[CH:21][CH:20]=3)[CH2:17][C:2]([C:3]([O:5][CH2:6][CH3:7])=[O:4])=[N:8]2)=[CH:11][CH:12]=1. The catalyst class is: 48.